The task is: Predict the reactants needed to synthesize the given product.. This data is from Full USPTO retrosynthesis dataset with 1.9M reactions from patents (1976-2016). (1) Given the product [F:4][C:5]1[CH:40]=[CH:39][C:8]([CH2:9][C:10]2([C:35]([OH:37])=[O:36])[CH2:15][CH2:14][CH2:13][CH:12]([NH:16][C:17]([C:19]3[CH:20]=[C:21]4[C:25](=[CH:26][CH:27]=3)[NH:24][N:23]=[C:22]4[C:28]3[CH:33]=[CH:32][N:31]=[C:30]([CH3:34])[CH:29]=3)=[O:18])[CH2:11]2)=[CH:7][CH:6]=1, predict the reactants needed to synthesize it. The reactants are: [OH-].[Na+].O.[F:4][C:5]1[CH:40]=[CH:39][C:8]([CH2:9][C:10]2([C:35]([O:37]C)=[O:36])[CH2:15][CH2:14][CH2:13][CH:12]([NH:16][C:17]([C:19]3[CH:20]=[C:21]4[C:25](=[CH:26][CH:27]=3)[NH:24][N:23]=[C:22]4[C:28]3[CH:33]=[CH:32][N:31]=[C:30]([CH3:34])[CH:29]=3)=[O:18])[CH2:11]2)=[CH:7][CH:6]=1.Cl. (2) Given the product [O:19]=[C:13]([NH:10][CH2:9][C:5]1[CH:6]=[CH:7][CH:8]=[C:3]([C:2]([F:11])([F:12])[F:1])[CH:4]=1)[CH2:14][CH2:15][C:16]([OH:18])=[O:17], predict the reactants needed to synthesize it. The reactants are: [F:1][C:2]([F:12])([F:11])[C:3]1[CH:4]=[C:5]([CH2:9][NH2:10])[CH:6]=[CH:7][CH:8]=1.[C:13]1(=[O:19])[O:18][C:16](=[O:17])[CH2:15][CH2:14]1.CC(=O)OCC.CO. (3) Given the product [NH2:4][C:3]1[C:5]([O:10][CH3:11])=[CH:6][C:7]([F:9])=[CH:8][C:2]=1[C:17](=[O:19])[CH3:18], predict the reactants needed to synthesize it. The reactants are: Br[C:2]1[CH:8]=[C:7]([F:9])[CH:6]=[C:5]([O:10][CH3:11])[C:3]=1[NH2:4].C([Sn](CCCC)(CCCC)[C:17]([O:19]CC)=[CH2:18])CCC.Cl. (4) Given the product [C:15]([C:14]1[C:17]([CH:21]=[C:22]([CH3:23])[CH3:24])=[CH:18][CH:19]=[CH:20][C:13]=1[NH:12][C:10]([NH:9][C:1](=[O:8])[C:2]1[CH:7]=[CH:6][CH:5]=[CH:4][CH:3]=1)=[O:11])#[N:16], predict the reactants needed to synthesize it. The reactants are: [C:1]([N:9]=[C:10]=[O:11])(=[O:8])[C:2]1[CH:7]=[CH:6][CH:5]=[CH:4][CH:3]=1.[NH2:12][C:13]1[CH:20]=[CH:19][CH:18]=[C:17]([CH:21]=[C:22]([CH3:24])[CH3:23])[C:14]=1[C:15]#[N:16].